Dataset: Forward reaction prediction with 1.9M reactions from USPTO patents (1976-2016). Task: Predict the product of the given reaction. (1) Given the reactants [CH3:1][O:2][C:3](=[O:42])[C@@H:4]([N:29]1[C:41]2[CH:40]=[CH:39][CH:38]=[CH:37][C:36]=2[C:35]2[C:30]1=[CH:31][CH:32]=[CH:33][CH:34]=2)[CH2:5][CH2:6][CH2:7][CH2:8][NH:9][C:10](=[O:28])[C:11]1[CH:16]=[CH:15][C:14]([NH:17]C(OCC2C=CC=CC=2)=O)=[CH:13][CH:12]=1.C1COCC1, predict the reaction product. The product is: [CH3:1][O:2][C:3](=[O:42])[CH:4]([N:29]1[C:41]2[CH:40]=[CH:39][CH:38]=[CH:37][C:36]=2[C:35]2[C:30]1=[CH:31][CH:32]=[CH:33][CH:34]=2)[CH2:5][CH2:6][CH2:7][CH2:8][NH:9][C:10](=[O:28])[C:11]1[CH:12]=[CH:13][C:14]([NH2:17])=[CH:15][CH:16]=1. (2) Given the reactants [CH3:1][C:2]1[O:6][C:5]([CH2:7][NH:8][C:9]2[N:14]=[C:13]([NH:15][C:16]3[CH:21]=[CH:20][CH:19]=[C:18]([N+:22]([O-])=O)[CH:17]=3)[N:12]=[C:11]([O:25][CH2:26][C:27]([F:30])([F:29])[F:28])[N:10]=2)=[CH:4][CH:3]=1.O.NN, predict the reaction product. The product is: [NH2:22][C:18]1[CH:17]=[C:16]([NH:15][C:13]2[N:14]=[C:9]([NH:8][CH2:7][C:5]3[O:6][C:2]([CH3:1])=[CH:3][CH:4]=3)[N:10]=[C:11]([O:25][CH2:26][C:27]([F:28])([F:29])[F:30])[N:12]=2)[CH:21]=[CH:20][CH:19]=1.